Task: Predict the product of the given reaction.. Dataset: Forward reaction prediction with 1.9M reactions from USPTO patents (1976-2016) (1) Given the reactants [F:1][C:2]1[CH:21]=[CH:20][C:5]([CH2:6][CH2:7][C:8]2[CH:17]=[CH:16][C:15]([CH2:18][Br:19])=[CH:14][C:9]=2[C:10]([O:12][CH3:13])=[O:11])=[CH:4][CH:3]=1.[C:22]1([P:28]([C:35]2[CH:40]=[CH:39][CH:38]=[CH:37][CH:36]=2)[C:29]2[CH:34]=[CH:33][CH:32]=[CH:31][CH:30]=2)[CH:27]=[CH:26][CH:25]=[CH:24][CH:23]=1, predict the reaction product. The product is: [Br-:19].[CH3:13][O:12][C:10]([C:9]1[CH:14]=[C:15]([CH:16]=[CH:17][C:8]=1[CH2:7][CH2:6][C:5]1[CH:20]=[CH:21][C:2]([F:1])=[CH:3][CH:4]=1)[CH2:18][P+:28]([C:29]1[CH:30]=[CH:31][CH:32]=[CH:33][CH:34]=1)([C:35]1[CH:40]=[CH:39][CH:38]=[CH:37][CH:36]=1)[C:22]1[CH:23]=[CH:24][CH:25]=[CH:26][CH:27]=1)=[O:11]. (2) Given the reactants [Cl:1][C:2]1[CH:3]=[C:4]2[C:10]([C:11]3[N:16]=[C:15]([NH:17][CH:18]4[CH2:23][CH2:22][CH2:21][CH:20]([OH:24])[CH2:19]4)[C:14]([F:25])=[CH:13][N:12]=3)=[CH:9][N:8]([S:26]([C:29]3[CH:34]=[CH:33][C:32](C)=[CH:31][CH:30]=3)(=[O:28])=[O:27])[C:5]2=[N:6][CH:7]=1.ClC1C=C2C(C3N=C(NC4CCC[C@H](O)C4)C(F)=CN=3)=CN(S(C3C=CC(C)=CC=3)(=O)=O)C2=NC=1.CC(OI1(OC(C)=O)(OC(C)=O)OC(=O)C2C=CC=CC1=2)=O, predict the reaction product. The product is: [Cl:1][C:2]1[CH:3]=[C:4]2[C:10]([C:11]3[N:16]=[C:15]([NH:17][CH:18]4[CH2:23][CH2:22][CH2:21][C:20](=[O:24])[CH2:19]4)[C:14]([F:25])=[CH:13][N:12]=3)=[CH:9][N:8]([S:26]([C:29]3[CH:34]=[CH:33][CH:32]=[CH:31][CH:30]=3)(=[O:28])=[O:27])[C:5]2=[N:6][CH:7]=1.